This data is from Forward reaction prediction with 1.9M reactions from USPTO patents (1976-2016). The task is: Predict the product of the given reaction. (1) Given the reactants C(OC1C(OC(=O)C)=C(I)C=CC=1)(=O)C.[CH3:16][C:17]([CH3:30])([CH:20]([OH:29])[CH2:21][CH2:22][C:23]1[CH:28]=[CH:27][CH:26]=[CH:25][CH:24]=1)[CH2:18][OH:19].O.C(=O)(O)[O-].[Na+], predict the reaction product. The product is: [OH:29][CH:20]([CH2:21][CH2:22][C:23]1[CH:24]=[CH:25][CH:26]=[CH:27][CH:28]=1)[C:17]([CH3:16])([CH3:30])[CH:18]=[O:19]. (2) Given the reactants [CH3:1][O:2][CH2:3][O:4][C:5]1[C:6]([N:11]([C:18]2[CH:23]=[CH:22][CH:21]=[CH:20][CH:19]=2)[C:12]2[CH:17]=[CH:16][CH:15]=[CH:14][CH:13]=2)=[N:7][CH:8]=[CH:9][CH:10]=1.[Li]CCCC.CN([CH:32]=[O:33])C, predict the reaction product. The product is: [C:12]1([N:11]([C:18]2[CH:23]=[CH:22][CH:21]=[CH:20][CH:19]=2)[C:6]2[C:5]([O:4][CH2:3][O:2][CH3:1])=[C:10]([CH:32]=[O:33])[CH:9]=[CH:8][N:7]=2)[CH:17]=[CH:16][CH:15]=[CH:14][CH:13]=1.